From a dataset of Full USPTO retrosynthesis dataset with 1.9M reactions from patents (1976-2016). Predict the reactants needed to synthesize the given product. (1) Given the product [CH3:41][S:42]([OH:45])(=[O:44])=[O:43].[CH3:41][S:42]([OH:45])(=[O:44])=[O:43].[C:2]([O:1][C:2]1[C:7]([O:8][CH3:9])=[CH:6][C:5]([C:10]2[CH:15]=[CH:14][C:13]([N:16]([CH3:38])[CH2:17][CH2:18][N:19]([C:21]3[CH:22]=[CH:23][C:24]([C:27]4[CH:28]=[C:29]([O:36][CH3:37])[C:30]([O:35][C:31](=[O:33])[CH2:30][CH2:29][CH3:28])=[C:31]([O:33][CH3:34])[CH:32]=4)=[N:25][CH:26]=3)[CH3:20])=[CH:12][N:11]=2)=[CH:4][C:3]=1[O:39][CH3:40])(=[O:1])[CH2:3][CH2:4][CH3:5], predict the reactants needed to synthesize it. The reactants are: [OH:1][C:2]1[C:7]([O:8][CH3:9])=[CH:6][C:5]([C:10]2[CH:15]=[CH:14][C:13]([N:16]([CH3:38])[CH2:17][CH2:18][N:19]([C:21]3[CH:22]=[CH:23][C:24]([C:27]4[CH:32]=[C:31]([O:33][CH3:34])[C:30]([OH:35])=[C:29]([O:36][CH3:37])[CH:28]=4)=[N:25][CH:26]=3)[CH3:20])=[CH:12][N:11]=2)=[CH:4][C:3]=1[O:39][CH3:40].[CH3:41][S:42]([OH:45])(=[O:44])=[O:43]. (2) The reactants are: [C:1]1([NH:7][N:8]=[CH:9][C:10](O)=O)[CH:6]=[CH:5][CH:4]=[CH:3][CH:2]=1.C1C(=O)N([Br:20])C(=O)C1.[C:21]([O:25][CH3:26])(=[O:24])[C:22]#C.C(N(CC)CC)C. Given the product [Br:20][C:9]1[CH:10]=[C:22]([C:21]([O:25][CH3:26])=[O:24])[N:7]([C:1]2[CH:2]=[CH:3][CH:4]=[CH:5][CH:6]=2)[N:8]=1, predict the reactants needed to synthesize it. (3) Given the product [CH3:59][C:64]1[N:70]([C:69]2[CH:68]=[C:46]([CH3:41])[CH:45]=[C:44]([C:43]#[C:42][C:2]3[CH:3]=[CH:4][CH:5]=[C:6]([CH:8]([CH2:24][N+:25]([O-:27])=[O:26])[CH2:9][C:10]4[CH:15]=[C:14]([CH3:16])[CH:13]=[C:12]([N:17]5[C:18]([CH3:23])=[CH:19][CH:20]=[C:21]5[CH3:22])[N:11]=4)[N:7]=3)[N:71]=2)[C:65]([CH3:66])=[CH:62][CH:63]=1, predict the reactants needed to synthesize it. The reactants are: Br[C:2]1[N:7]=[C:6]([CH:8]([CH2:24][N+:25]([O-:27])=[O:26])[CH2:9][C:10]2[CH:15]=[C:14]([CH3:16])[CH:13]=[C:12]([N:17]3[C:21]([CH3:22])=[CH:20][CH:19]=[C:18]3[CH3:23])[N:11]=2)[CH:5]=[CH:4][CH:3]=1.[CH:41]1[CH:46]=[CH:45][C:44](P([C:41]2[CH:46]=[CH:45][CH:44]=[CH:43][CH:42]=2)[C:41]2[CH:46]=[CH:45][CH:44]=[CH:43][CH:42]=2)=[CH:43][CH:42]=1.ClC1C=C(CCCNC[C:59]2[CH:64]=[CH:63][C:62]([C:65]3[N:70]=[C:69]([NH2:71])[CH:68]=C(C)[CH:66]=3)=CC=2)C=CC=1.C(NCC)C. (4) Given the product [CH2:1]([O:3][C:4](=[O:25])[C:5]1[CH:10]=[CH:9][CH:8]=[CH:7][C:6]=1[S:11]([C:14]1[C:18]([CH2:19][CH2:20][C:21](=[O:23])[N:27]([CH3:28])[CH3:26])=[CH:17][NH:16][C:15]=1[CH3:24])(=[O:13])=[O:12])[CH3:2], predict the reactants needed to synthesize it. The reactants are: [CH2:1]([O:3][C:4](=[O:25])[C:5]1[CH:10]=[CH:9][CH:8]=[CH:7][C:6]=1[S:11]([C:14]1[C:18]([CH2:19][CH2:20][C:21]([OH:23])=O)=[CH:17][NH:16][C:15]=1[CH3:24])(=[O:13])=[O:12])[CH3:2].[CH3:26][NH:27][CH3:28]. (5) Given the product [C:4]1([CH2:5][NH:11][CH2:12][CH2:13][CH2:14][NH:15][CH2:16][CH2:17][CH2:18][NH:19][C:20](=[O:26])[O:21][C:22]([CH3:24])([CH3:23])[CH3:25])[CH:7]=[CH:8][CH:9]=[C:2]([CH2:1][NH:11][CH2:12][CH2:13][CH2:14][NH:15][CH2:16][CH2:17][CH2:18][NH:19][C:20](=[O:26])[O:21][C:22]([CH3:23])([CH3:25])[CH3:24])[CH:3]=1, predict the reactants needed to synthesize it. The reactants are: [CH:1](=O)[C:2]1[CH:9]=[CH:8][CH:7]=[C:4]([CH:5]=O)[CH:3]=1.[NH2:11][CH2:12][CH2:13][CH2:14][NH:15][CH2:16][CH2:17][CH2:18][NH:19][C:20](=[O:26])[O:21][C:22]([CH3:25])([CH3:24])[CH3:23].[BH4-].[Na+].